This data is from Full USPTO retrosynthesis dataset with 1.9M reactions from patents (1976-2016). The task is: Predict the reactants needed to synthesize the given product. Given the product [F:20][C:21]1[CH:22]=[C:23]([NH:27][C:28]([N:9]2[CH2:8][CH2:7][N:6]([C:10]3[N:19]=[CH:18][C:17]4[C:12](=[CH:13][CH:14]=[CH:15][CH:16]=4)[N:11]=3)[CH2:5][CH:4]2[CH:1]([CH3:3])[CH3:2])=[O:29])[CH:24]=[CH:25][CH:26]=1, predict the reactants needed to synthesize it. The reactants are: [CH:1]([CH:4]1[NH:9][CH2:8][CH2:7][N:6]([C:10]2[N:19]=[CH:18][C:17]3[C:12](=[CH:13][CH:14]=[CH:15][CH:16]=3)[N:11]=2)[CH2:5]1)([CH3:3])[CH3:2].[F:20][C:21]1[CH:22]=[C:23]([N:27]=[C:28]=[O:29])[CH:24]=[CH:25][CH:26]=1.